From a dataset of Retrosynthesis with 50K atom-mapped reactions and 10 reaction types from USPTO. Predict the reactants needed to synthesize the given product. (1) Given the product CC(C)c1ccc(N2CCC(C(C)C(=O)O)CC2c2ccc(C(F)(F)F)cc2)cc1, predict the reactants needed to synthesize it. The reactants are: CCOC(=O)C(C)C1CCN(c2ccc(C(C)C)cc2)C(c2ccc(C(F)(F)F)cc2)C1. (2) Given the product Cc1ccc(C=O)cc1I, predict the reactants needed to synthesize it. The reactants are: Cc1ccc(C(=O)O)cc1I. (3) The reactants are: Clc1ccc2ncc(Br)n2n1.OB(O)c1cccc(OC(F)(F)F)c1. Given the product FC(F)(F)Oc1cccc(-c2cnc3ccc(Cl)nn23)c1, predict the reactants needed to synthesize it. (4) Given the product COc1cccc(C(=O)C(F)(F)F)c1, predict the reactants needed to synthesize it. The reactants are: COc1cccc(C(O)C(F)(F)F)c1.[O-]Cl. (5) Given the product COC(=O)CCC(=O)[PH](=O)CO, predict the reactants needed to synthesize it. The reactants are: COC[PH](=O)C(=O)CCC(=O)OC. (6) Given the product COc1ccc(NS(=O)(=O)c2ccc(-c3cccs3)cc2)cc1N1C[C@H](C)N[C@H](C)C1, predict the reactants needed to synthesize it. The reactants are: COc1ccc(N)cc1N1C[C@H](C)N[C@H](C)C1.O=S(=O)(Cl)c1ccc(-c2cccs2)cc1.